Regression. Given two drug SMILES strings and cell line genomic features, predict the synergy score measuring deviation from expected non-interaction effect. From a dataset of NCI-60 drug combinations with 297,098 pairs across 59 cell lines. Drug 1: CCC1(CC2CC(C3=C(CCN(C2)C1)C4=CC=CC=C4N3)(C5=C(C=C6C(=C5)C78CCN9C7C(C=CC9)(C(C(C8N6C=O)(C(=O)OC)O)OC(=O)C)CC)OC)C(=O)OC)O.OS(=O)(=O)O. Drug 2: C1CN1C2=NC(=NC(=N2)N3CC3)N4CC4. Cell line: T-47D. Synergy scores: CSS=15.3, Synergy_ZIP=-4.16, Synergy_Bliss=1.85, Synergy_Loewe=-2.55, Synergy_HSA=-2.30.